Task: Predict the reaction yield, written as a fraction of the theoretical maximum amount of product (1.0 means a 100% yield; for example, 0.34 means a 34% yield).. Dataset: Reaction yield outcomes from USPTO patents with 853,638 reactions (1) The reactants are [NH:1]1[CH2:5][CH2:4][CH2:3][CH2:2]1.CN(C)C=O.F[C:12]1[CH:17]=[CH:16][C:15]([C:18]([F:21])([F:20])[F:19])=[CH:14][C:13]=1[N+:22]([O-:24])=[O:23]. The catalyst is O. The product is [N+:22]([C:13]1[CH:14]=[C:15]([C:18]([F:19])([F:20])[F:21])[CH:16]=[CH:17][C:12]=1[N:1]1[CH2:5][CH2:4][CH2:3][CH2:2]1)([O-:24])=[O:23]. The yield is 0.993. (2) The reactants are [Cl:1][C:2]1[CH:3]=[C:4]2[C:8](=[CH:9][CH:10]=1)[NH:7][CH:6]=[C:5]2[CH2:11][NH2:12].CN(C([O:20][N:21]1N=N[C:23]2[CH:24]=[CH:25][CH:26]=N[C:22]1=2)=[N+](C)C)C.[F:30][P-](F)(F)(F)(F)F.C(N(CC)[CH:41]([CH3:43])[CH3:42])(C)C.C(O[CH2:50][CH3:51])(=O)C.CN([CH:55]=[O:56])C. The catalyst is ClCCl. The product is [Cl:1][C:2]1[CH:3]=[C:4]2[C:8](=[CH:9][CH:10]=1)[NH:7][CH:6]=[C:5]2[CH2:11][NH:12][C:55]([C:22]1[CH:23]=[C:24]([CH2:25][C:26]2[CH:42]=[CH:41][CH:43]=[C:50]([F:30])[CH:51]=2)[O:20][N:21]=1)=[O:56]. The yield is 0.220. (3) The catalyst is C(Cl)Cl.CO.CC#N.CN(C1C=CN=CC=1)C. The product is [C:21]([O:20][C:18]([N:1]([C:37]([O:36][C:33]([CH3:35])([CH3:34])[CH3:32])=[O:38])[C@@H:2]([C:8]([O:10][CH2:11][C:12]1[CH:13]=[CH:14][CH:15]=[CH:16][CH:17]=1)=[O:9])[CH2:3][CH2:4][C:5]([O:6][CH3:25])=[O:7])=[O:19])([CH3:24])([CH3:23])[CH3:22]. The yield is 0.720. The reactants are [NH:1]([C:18]([O:20][C:21]([CH3:24])([CH3:23])[CH3:22])=[O:19])[C@@H:2]([C:8]([O:10][CH2:11][C:12]1[CH:17]=[CH:16][CH:15]=[CH:14][CH:13]=1)=[O:9])[CH2:3][CH2:4][C:5](=[O:7])[OH:6].[CH3:25][Si](C=[N+]=[N-])(C)C.[CH3:32][C:33]([O:36][C:37](O[C:37]([O:36][C:33]([CH3:35])([CH3:34])[CH3:32])=[O:38])=[O:38])([CH3:35])[CH3:34]. (4) The reactants are P(Cl)(Cl)(Cl)=O.[CH3:6][N:7]1[C:15]2[C:10](=[CH:11][CH:12]=[CH:13][CH:14]=2)[C:9]([CH3:16])=[CH:8]1.[OH-].[Na+].CN([CH:22]=[O:23])C. The catalyst is O. The product is [CH3:6][N:7]1[C:15]2[C:10](=[CH:11][CH:12]=[CH:13][CH:14]=2)[C:9]([CH3:16])=[C:8]1[CH:22]=[O:23]. The yield is 0.910. (5) The catalyst is O1CCOCC1. The product is [Cl:17][C:18]1[CH:19]=[CH:20][C:21]([N:24]2[CH2:29][CH2:28][N:27]([C:2]3[N:3]=[C:4]([CH2:13][CH2:14][CH2:15][NH2:16])[C:5]4[S:10](=[O:12])(=[O:11])[CH2:9][CH2:8][C:6]=4[N:7]=3)[CH2:26][CH2:25]2)=[CH:22][CH:23]=1. The reactants are Cl[C:2]1[N:3]=[C:4]([CH2:13][CH2:14][CH2:15][NH2:16])[C:5]2[S:10](=[O:12])(=[O:11])[CH2:9][CH2:8][C:6]=2[N:7]=1.[Cl:17][C:18]1[CH:23]=[CH:22][C:21]([N:24]2[CH2:29][CH2:28][NH:27][CH2:26][CH2:25]2)=[CH:20][CH:19]=1. The yield is 0.700. (6) The reactants are [CH2:1]([O:3][C:4]([C:6]1[C:15](=[O:16])[N:14]2[C:9]([C:10]([CH3:18])=[C:11](Cl)[CH:12]=[CH:13]2)=[C:8]([CH:19]2[CH2:21][CH2:20]2)[CH:7]=1)=[O:5])[CH3:2].[CH3:22][O:23][C:24]1[CH:29]=[CH:28][C:27](B(O)O)=[CH:26][CH:25]=1.C([O-])([O-])=O.[Na+].[Na+]. The catalyst is C1COCC1.Cl[Pd](Cl)([P](C1C=CC=CC=1)(C1C=CC=CC=1)C1C=CC=CC=1)[P](C1C=CC=CC=1)(C1C=CC=CC=1)C1C=CC=CC=1. The product is [CH2:1]([O:3][C:4]([C:6]1[C:15](=[O:16])[N:14]2[C:9]([C:10]([CH3:18])=[C:11]([C:27]3[CH:28]=[CH:29][C:24]([O:23][CH3:22])=[CH:25][CH:26]=3)[CH:12]=[CH:13]2)=[C:8]([CH:19]2[CH2:21][CH2:20]2)[CH:7]=1)=[O:5])[CH3:2]. The yield is 0.450. (7) The reactants are [CH2:1]([O:8][C:9]1[CH:18]=[C:17]([O:19][CH2:20][C:21]2[CH:26]=[CH:25][CH:24]=[CH:23][CH:22]=2)[C:16]([S:27](=[O:34])(=[O:33])[N:28]([CH3:32])[CH2:29][CH2:30][CH3:31])=[CH:15][C:10]=1[C:11]([O:13]C)=[O:12])[C:2]1[CH:7]=[CH:6][CH:5]=[CH:4][CH:3]=1.[OH-].[Na+]. The catalyst is CO.C1COCC1. The product is [CH2:1]([O:8][C:9]1[CH:18]=[C:17]([O:19][CH2:20][C:21]2[CH:22]=[CH:23][CH:24]=[CH:25][CH:26]=2)[C:16]([S:27](=[O:33])(=[O:34])[N:28]([CH3:32])[CH2:29][CH2:30][CH3:31])=[CH:15][C:10]=1[C:11]([OH:13])=[O:12])[C:2]1[CH:7]=[CH:6][CH:5]=[CH:4][CH:3]=1. The yield is 1.00. (8) The reactants are [CH2:1]([O:8][C:9]1[CH:33]=[CH:32][C:12]([CH2:13][N:14]([CH2:24][CH2:25][C:26]2[CH:31]=[CH:30][CH:29]=[CH:28][N:27]=2)[C:15](=[O:23])[C:16]2[CH:21]=[CH:20][CH:19]=[CH:18][C:17]=2[Cl:22])=[CH:11][C:10]=1[OH:34])[C:2]1[CH:7]=[CH:6][CH:5]=[CH:4][CH:3]=1.C([O-])([O-])=O.[K+].[K+].Cl[CH2:42][C:43]([N:45]([CH3:47])[CH3:46])=[O:44]. The catalyst is CN(C=O)C. The product is [CH2:1]([O:8][C:9]1[CH:33]=[CH:32][C:12]([CH2:13][N:14]([CH2:24][CH2:25][C:26]2[CH:31]=[CH:30][CH:29]=[CH:28][N:27]=2)[C:15](=[O:23])[C:16]2[CH:21]=[CH:20][CH:19]=[CH:18][C:17]=2[Cl:22])=[CH:11][C:10]=1[O:34][CH2:42][C:43](=[O:44])[N:45]([CH3:47])[CH3:46])[C:2]1[CH:7]=[CH:6][CH:5]=[CH:4][CH:3]=1. The yield is 0.770. (9) The reactants are [CH3:1][O:2][C:3](=[O:18])[CH2:4][CH2:5][C:6](=[O:17])[C:7]1[CH:12]=[CH:11][CH:10]=[C:9]([C:13]([F:16])([F:15])[F:14])[CH:8]=1.COC([O:24][CH3:25])OC.[CH3:26]C1C=CC(S(O)(=O)=O)=CC=1.C[O-].[Na+]. The catalyst is CCOC(C)=O.CO.C(O)CO. The product is [CH3:1][O:2][C:3](=[O:18])[CH2:4][CH2:5][C:6]1([C:7]2[CH:12]=[CH:11][CH:10]=[C:9]([C:13]([F:14])([F:16])[F:15])[CH:8]=2)[O:24][CH2:25][CH2:26][O:17]1. The yield is 0.940. (10) The reactants are [CH3:1]COCC.C[Li].[O:8]=[C:9]1[CH2:13][CH2:12][CH2:11][CH:10]1[NH:14][C:15](=[O:21])[O:16][C:17]([CH3:20])([CH3:19])[CH3:18].[Cl-].[Ce+3].[Cl-].[Cl-]. The catalyst is O1CCCC1. The product is [OH:8][C:9]1([CH3:1])[CH2:13][CH2:12][CH2:11][CH:10]1[NH:14][C:15](=[O:21])[O:16][C:17]([CH3:18])([CH3:20])[CH3:19]. The yield is 0.820.